From a dataset of Forward reaction prediction with 1.9M reactions from USPTO patents (1976-2016). Predict the product of the given reaction. The product is: [CH3:1][O:2][C:3]1[CH:4]=[C:5]2[C:10](=[CH:11][CH:12]=1)[CH:9]=[C:8]([C@H:13]([CH3:16])[CH2:14][O:15][C:19](=[O:20])[NH2:21])[CH:7]=[CH:6]2. Given the reactants [CH3:1][O:2][C:3]1[CH:4]=[C:5]2[C:10](=[CH:11][CH:12]=1)[CH:9]=[C:8]([C@H:13]([CH3:16])[CH2:14][OH:15])[CH:7]=[CH:6]2.ClC(Cl)(Cl)[C:19]([N:21]=C=O)=[O:20].CO.C(=O)([O-])[O-].[K+].[K+], predict the reaction product.